Dataset: Peptide-MHC class I binding affinity with 185,985 pairs from IEDB/IMGT. Task: Regression. Given a peptide amino acid sequence and an MHC pseudo amino acid sequence, predict their binding affinity value. This is MHC class I binding data. (1) The peptide sequence is KPVSDLYTSM. The MHC is HLA-B51:01 with pseudo-sequence HLA-B51:01. The binding affinity (normalized) is 0. (2) The peptide sequence is VTGGIFLFLM. The MHC is Mamu-A02 with pseudo-sequence Mamu-A02. The binding affinity (normalized) is 0.417.